This data is from Forward reaction prediction with 1.9M reactions from USPTO patents (1976-2016). The task is: Predict the product of the given reaction. (1) The product is: [CH:1]1([C:4]2[CH:5]=[C:6]([C@@H:16]([CH2:20][C@H:21]3[CH2:25][CH2:24][C:23](=[O:26])[CH2:22]3)[C:17]([OH:19])=[O:18])[CH:7]=[CH:8][C:9]=2[S:10]([CH:13]2[CH2:14][CH2:15]2)(=[O:12])=[O:11])[CH2:2][CH2:3]1. Given the reactants [CH:1]1([C:4]2[CH:5]=[C:6]([C@@H:16]([CH2:20][C@H:21]3[CH2:25][CH2:24][C:23]4(OCC(C)(C)C[O:26]4)[CH2:22]3)[C:17]([OH:19])=[O:18])[CH:7]=[CH:8][C:9]=2[S:10]([CH:13]2[CH2:15][CH2:14]2)(=[O:12])=[O:11])[CH2:3][CH2:2]1.Cl, predict the reaction product. (2) Given the reactants BrP([CH2:21][C:22]1[CH:31]=[CH:30][C:29]([C:32]#[N:33])=[CH:28][C:23]=1[C:24]([O:26]C)=[O:25])(C1C=CC=CC=1)(C1C=CC=CC=1)C1C=CC=CC=1.CS(C)=O.[H-].[Na+].[Cl:40][C:41]1[CH:42]=[C:43]2[C:47](=[CH:48][CH:49]=1)[N:46]([S:50]([C:53]1[CH:54]=[C:55]([CH:58]=[CH:59][CH:60]=1)[CH:56]=O)(=[O:52])=[O:51])[CH2:45][CH2:44]2, predict the reaction product. The product is: [C:32]([C:29]1[CH:30]=[CH:31][C:22](/[CH:21]=[CH:56]/[C:55]2[CH:58]=[CH:59][CH:60]=[C:53]([S:50]([N:46]3[C:47]4[C:43](=[CH:42][C:41]([Cl:40])=[CH:49][CH:48]=4)[CH2:44][CH2:45]3)(=[O:52])=[O:51])[CH:54]=2)=[C:23]([CH:28]=1)[C:24]([OH:26])=[O:25])#[N:33]. (3) Given the reactants Cl[C:2]1[N:7]=[CH:6][C:5]2[N:8]=[CH:9][N:10]([CH3:11])[C:4]=2[CH:3]=1.[Cl:12][C:13]1[CH:20]=[CH:19][CH:18]=[CH:17][C:14]=1[NH:15][CH3:16].C1(P(C2CCCCC2)C2C=CC=CC=2C2C(C(C)C)=CC(C(C)C)=CC=2C(C)C)CCCCC1.CC(C)([O-])C.[Na+], predict the reaction product. The product is: [Cl:12][C:13]1[CH:20]=[CH:19][CH:18]=[CH:17][C:14]=1[N:15]([CH3:16])[C:2]1[N:7]=[CH:6][C:5]2[N:8]=[CH:9][N:10]([CH3:11])[C:4]=2[CH:3]=1. (4) Given the reactants [NH2:1][C:2]1[C:6]([C:7]#[N:8])=[CH:5][N:4]([C:9]2[CH:14]=[CH:13][CH:12]=[C:11]([N:15]3[N:24]=[CH:23][C:22]4[C:17](=[CH:18][CH:19]=[C:20]([C:25]([CH3:28])([CH3:27])[CH3:26])[CH:21]=4)[C:16]3=[O:29])[C:10]=2[CH2:30][OH:31])[N:3]=1.Br[C:33]1[CH:38]=[CH:37][CH:36]=[CH:35][N:34]=1.CC(C1C=C(C(C)C)C(C2C(P(C3CCCCC3)C3CCCCC3)=C(OC)C=CC=2OC)=C(C(C)C)C=1)C.C(=O)([O-])[O-].[Cs+].[Cs+], predict the reaction product. The product is: [C:25]([C:20]1[CH:21]=[C:22]2[C:17](=[CH:18][CH:19]=1)[C:16](=[O:29])[N:15]([C:11]1[C:10]([CH2:30][OH:31])=[C:9]([N:4]3[CH:5]=[C:6]([C:7]#[N:8])[C:2]([NH:1][C:33]4[CH:38]=[CH:37][CH:36]=[CH:35][N:34]=4)=[N:3]3)[CH:14]=[CH:13][CH:12]=1)[N:24]=[CH:23]2)([CH3:26])([CH3:27])[CH3:28]. (5) The product is: [NH2:4][C:58]([C:54]1[O:55][CH:56]=[CH:57][C:53]=1[NH:52][C:50](=[O:51])[O:49][C:45]([CH3:48])([CH3:47])[CH3:46])=[O:60]. Given the reactants C([N:4](C(C)C)CC)(C)C.C1CN([P+](ON2N=NC3C=CC=CC2=3)(N2CCCC2)N2CCCC2)CC1.F[P-](F)(F)(F)(F)F.[Cl-].[NH4+].[C:45]([O:49][C:50]([NH:52][C:53]1[CH:57]=[CH:56][O:55][C:54]=1[C:58]([OH:60])=O)=[O:51])([CH3:48])([CH3:47])[CH3:46].Cl, predict the reaction product. (6) Given the reactants C([O:3][C:4](=[O:33])[CH:5]([N:7]1[C:15]2[C:10](=[CH:11][CH:12]=[C:13]([O:16][CH2:17][CH2:18][CH2:19][C:20]#[C:21][C:22]3[CH:27]=[CH:26][C:25]([O:28][C:29]([F:32])([F:31])[F:30])=[CH:24][CH:23]=3)[CH:14]=2)[CH:9]=[CH:8]1)[CH3:6])C.[Li+].[OH-], predict the reaction product. The product is: [F:31][C:29]([F:30])([F:32])[O:28][C:25]1[CH:24]=[CH:23][C:22]([C:21]#[C:20][CH2:19][CH2:18][CH2:17][O:16][C:13]2[CH:14]=[C:15]3[C:10]([CH:9]=[CH:8][N:7]3[CH:5]([CH3:6])[C:4]([OH:33])=[O:3])=[CH:11][CH:12]=2)=[CH:27][CH:26]=1. (7) Given the reactants [NH2:1][CH2:2][C@@H:3]1[O:7][C:6](=[O:8])[N:5]([C:9]2[CH:14]=[CH:13][C:12]([C:15]([NH:17][O:18]C)=[O:16])=[C:11]([F:20])[CH:10]=2)[CH2:4]1.C(N(CC)CC)C.[C:28](SCC)(=[S:30])[CH3:29], predict the reaction product. The product is: [C:28]([NH:1][CH2:2][C@@H:3]1[O:7][C:6](=[O:8])[N:5]([C:9]2[CH:14]=[CH:13][C:12]([C:15]([NH:17][OH:18])=[O:16])=[C:11]([F:20])[CH:10]=2)[CH2:4]1)(=[S:30])[CH3:29]. (8) The product is: [N+:5]([C:8]1[CH:9]=[C:10]([CH:14]=[C:15]([C:17]([F:18])([F:19])[F:20])[CH:16]=1)[C:11]([O:13][CH3:21])=[O:12])([O-:7])=[O:6]. Given the reactants S(Cl)(Cl)=O.[N+:5]([C:8]1[CH:9]=[C:10]([CH:14]=[C:15]([C:17]([F:20])([F:19])[F:18])[CH:16]=1)[C:11]([OH:13])=[O:12])([O-:7])=[O:6].[CH3:21]COC(C)=O, predict the reaction product. (9) Given the reactants [N:1]1[CH:6]=[CH:5][C:4]([C:7](=O)[CH2:8][C:9]([O:11]CC)=O)=[CH:3][CH:2]=1.Cl.[F:16][C:17]([F:26])([F:25])[CH:18]1[NH:23][C:22]([NH2:24])=[N:21][CH2:20][CH2:19]1.C(=O)([O-])[O-].[K+].[K+], predict the reaction product. The product is: [N:1]1[CH:2]=[CH:3][C:4]([C:7]2[N:24]=[C:22]3[NH:23][CH:18]([C:17]([F:26])([F:16])[F:25])[CH2:19][CH2:20][N:21]3[C:9](=[O:11])[CH:8]=2)=[CH:5][CH:6]=1. (10) Given the reactants FC(F)(F)S(O[CH2:7][CH2:8][N:9]([CH2:22][CH2:23]OS(C(F)(F)F)(=O)=O)[S:10]([C:13]1[CH:18]=[CH:17][CH:16]=[CH:15][C:14]=1[N+:19]([O-:21])=[O:20])(=[O:12])=[O:11])(=O)=O.Cl.[NH2:35][C:36]1([C:39]([O:41][CH3:42])=[O:40])[CH2:38][CH2:37]1.C(=O)([O-])[O-].[Na+].[Na+], predict the reaction product. The product is: [N+:19]([C:14]1[CH:15]=[CH:16][CH:17]=[CH:18][C:13]=1[S:10]([N:9]1[CH2:8][CH2:7][N:35]([C:36]2([C:39]([O:41][CH3:42])=[O:40])[CH2:38][CH2:37]2)[CH2:23][CH2:22]1)(=[O:11])=[O:12])([O-:21])=[O:20].